Dataset: Peptide-MHC class I binding affinity with 185,985 pairs from IEDB/IMGT. Task: Regression. Given a peptide amino acid sequence and an MHC pseudo amino acid sequence, predict their binding affinity value. This is MHC class I binding data. (1) The peptide sequence is GYSFSIPGY. The MHC is HLA-B35:01 with pseudo-sequence HLA-B35:01. The binding affinity (normalized) is 0.432. (2) The peptide sequence is IIFLKLFKK. The MHC is HLA-A68:01 with pseudo-sequence HLA-A68:01. The binding affinity (normalized) is 0.761.